This data is from NCI-60 drug combinations with 297,098 pairs across 59 cell lines. The task is: Regression. Given two drug SMILES strings and cell line genomic features, predict the synergy score measuring deviation from expected non-interaction effect. (1) Drug 1: CC12CCC3C(C1CCC2=O)CC(=C)C4=CC(=O)C=CC34C. Drug 2: CCC1(CC2CC(C3=C(CCN(C2)C1)C4=CC=CC=C4N3)(C5=C(C=C6C(=C5)C78CCN9C7C(C=CC9)(C(C(C8N6C=O)(C(=O)OC)O)OC(=O)C)CC)OC)C(=O)OC)O.OS(=O)(=O)O. Cell line: A549. Synergy scores: CSS=16.0, Synergy_ZIP=11.4, Synergy_Bliss=6.13, Synergy_Loewe=5.52, Synergy_HSA=4.79. (2) Drug 1: CN(C)C1=NC(=NC(=N1)N(C)C)N(C)C. Drug 2: CC(C)CN1C=NC2=C1C3=CC=CC=C3N=C2N. Cell line: HOP-92. Synergy scores: CSS=-6.78, Synergy_ZIP=-0.189, Synergy_Bliss=-8.29, Synergy_Loewe=-8.59, Synergy_HSA=-9.18. (3) Drug 1: CC1=C(C(CCC1)(C)C)C=CC(=CC=CC(=CC(=O)O)C)C. Drug 2: C1CC(=O)NC(=O)C1N2C(=O)C3=CC=CC=C3C2=O. Cell line: SW-620. Synergy scores: CSS=-1.91, Synergy_ZIP=1.98, Synergy_Bliss=0.485, Synergy_Loewe=-2.86, Synergy_HSA=-3.88. (4) Drug 1: C1CCC(C1)C(CC#N)N2C=C(C=N2)C3=C4C=CNC4=NC=N3. Drug 2: CC1CCC2CC(C(=CC=CC=CC(CC(C(=O)C(C(C(=CC(C(=O)CC(OC(=O)C3CCCCN3C(=O)C(=O)C1(O2)O)C(C)CC4CCC(C(C4)OC)OCCO)C)C)O)OC)C)C)C)OC. Cell line: 786-0. Synergy scores: CSS=16.3, Synergy_ZIP=2.90, Synergy_Bliss=2.44, Synergy_Loewe=-3.21, Synergy_HSA=4.08. (5) Drug 1: C1=C(C(=O)NC(=O)N1)F. Drug 2: CC12CCC3C(C1CCC2OP(=O)(O)O)CCC4=C3C=CC(=C4)OC(=O)N(CCCl)CCCl.[Na+]. Cell line: HCT-15. Synergy scores: CSS=32.7, Synergy_ZIP=-6.39, Synergy_Bliss=-12.3, Synergy_Loewe=-18.4, Synergy_HSA=-8.87. (6) Drug 1: C1=CN(C=N1)CC(O)(P(=O)(O)O)P(=O)(O)O. Drug 2: C(CN)CNCCSP(=O)(O)O. Cell line: HL-60(TB). Synergy scores: CSS=-2.23, Synergy_ZIP=3.74, Synergy_Bliss=6.41, Synergy_Loewe=-0.641, Synergy_HSA=0.372.